Dataset: Full USPTO retrosynthesis dataset with 1.9M reactions from patents (1976-2016). Task: Predict the reactants needed to synthesize the given product. (1) Given the product [CH3:1][O:2][C:3]([C:5]1[CH:10]=[C:9]([CH3:11])[N:8]=[C:7]([C:13]2[CH:18]=[CH:17][CH:16]=[CH:15][CH:14]=2)[N:6]=1)=[O:4], predict the reactants needed to synthesize it. The reactants are: [CH3:1][O:2][C:3]([C:5]1[CH:10]=[C:9]([CH3:11])[N:8]=[C:7](Cl)[N:6]=1)=[O:4].[C:13]1(B(O)O)[CH:18]=[CH:17][CH:16]=[CH:15][CH:14]=1.P([O-])([O-])([O-])=O.[K+].[K+].[K+].O.CC(=O)OCC. (2) Given the product [C:12]1(=[O:14])[C:9]2=[C:10]3[C:5](=[CH:6][CH:7]=[CH:8]2)[CH:4]=[CH:3][CH:2]=[C:1]3[CH2:11]1, predict the reactants needed to synthesize it. The reactants are: [C:1]1([CH2:11][C:12]([OH:14])=O)[C:10]2[C:5](=[CH:6][CH:7]=[CH:8][CH:9]=2)[CH:4]=[CH:3][CH:2]=1.S(Cl)(Cl)=O.[Cl-].[Al+3].[Cl-].[Cl-]. (3) Given the product [NH:9]1[C:10]2=[N:11][CH:12]=[CH:13][CH:14]=[C:15]2[C:7]([C:4]2[CH2:3][CH2:2][N:1]([C:23]([O:24][CH2:25][C:26]3[CH:31]=[CH:30][CH:29]=[CH:28][CH:27]=3)=[O:32])[CH2:6][CH:5]=2)=[CH:8]1, predict the reactants needed to synthesize it. The reactants are: [NH:1]1[CH2:6][CH:5]=[C:4]([C:7]2[C:15]3[C:10](=[N:11][CH:12]=[CH:13][CH:14]=3)[NH:9][CH:8]=2)[CH2:3][CH2:2]1.C(N(CC)CC)C.[C:23](Cl)(=[O:32])[O:24][CH2:25][C:26]1[CH:31]=[CH:30][CH:29]=[CH:28][CH:27]=1. (4) The reactants are: [CH2:1]([C:4]1[CH:9]=[CH:8][CH:7]=[CH:6][C:5]=1[NH:10][C:11]#[N:12])[CH2:2][CH3:3].C([O-])(=O)C.[Na+].C(O)(=O)C.[Br:22]Br. Given the product [Br:22][C:8]1[CH:7]=[CH:6][C:5]([NH:10][C:11]#[N:12])=[C:4]([CH2:1][CH2:2][CH3:3])[CH:9]=1, predict the reactants needed to synthesize it. (5) Given the product [O:1]=[C:2]1[N:8]([CH:9]2[CH2:10][CH2:11][N:12]([C:15]([O:17][C@H:18]([CH2:19][C:20]3[CH:30]=[C:29]([CH3:31])[C:23]4[NH:24][C:25]([O:27][CH3:28])=[N:26][C:22]=4[CH:21]=3)[C:32]([N:49]3[CH2:50][CH2:51][CH:46]([N:43]4[CH2:44][CH2:45][C:40]([CH3:52])([CH3:39])[CH2:41][CH2:42]4)[CH2:47][CH2:48]3)=[O:33])=[O:16])[CH2:13][CH2:14]2)[CH2:7][CH2:6][C:5]2[CH:35]=[CH:36][CH:37]=[CH:38][C:4]=2[NH:3]1, predict the reactants needed to synthesize it. The reactants are: [O:1]=[C:2]1[N:8]([CH:9]2[CH2:14][CH2:13][N:12]([C:15]([O:17][C@@H:18]([C:32](O)=[O:33])[CH2:19][C:20]3[CH:30]=[C:29]([CH3:31])[C:23]4[NH:24][C:25]([O:27][CH3:28])=[N:26][C:22]=4[CH:21]=3)=[O:16])[CH2:11][CH2:10]2)[CH2:7][CH2:6][C:5]2[CH:35]=[CH:36][CH:37]=[CH:38][C:4]=2[NH:3]1.[CH3:39][C:40]1([CH3:52])[CH2:45][CH2:44][N:43]([CH:46]2[CH2:51][CH2:50][NH:49][CH2:48][CH2:47]2)[CH2:42][CH2:41]1.C(N(CC)CC)C. (6) Given the product [CH2:16]([O:18][C:19]([C:21]1([CH2:36][O:1][C:2]2[CH:3]=[CH:4][C:5]([C:8]3[CH:13]=[CH:12][C:11]([C:14]#[N:15])=[CH:10][CH:9]=3)=[CH:6][CH:7]=2)[CH2:25][CH2:24][N:23]([C:26](=[O:35])[C:27]2[CH:32]=[CH:31][CH:30]=[CH:29][C:28]=2[O:33][CH3:34])[CH2:22]1)=[O:20])[CH3:17], predict the reactants needed to synthesize it. The reactants are: [OH:1][C:2]1[CH:7]=[CH:6][C:5]([C:8]2[CH:13]=[CH:12][C:11]([C:14]#[N:15])=[CH:10][CH:9]=2)=[CH:4][CH:3]=1.[CH2:16]([O:18][C:19]([C:21]1([CH2:36]I)[CH2:25][CH2:24][N:23]([C:26](=[O:35])[C:27]2[CH:32]=[CH:31][CH:30]=[CH:29][C:28]=2[O:33][CH3:34])[CH2:22]1)=[O:20])[CH3:17].